This data is from Aqueous solubility values for 9,982 compounds from the AqSolDB database. The task is: Regression/Classification. Given a drug SMILES string, predict its absorption, distribution, metabolism, or excretion properties. Task type varies by dataset: regression for continuous measurements (e.g., permeability, clearance, half-life) or binary classification for categorical outcomes (e.g., BBB penetration, CYP inhibition). For this dataset (solubility_aqsoldb), we predict Y. The molecule is CCCCCCC(=O)NNC(=O)c1ccncc1. The Y is -2.10 log mol/L.